This data is from Reaction yield outcomes from USPTO patents with 853,638 reactions. The task is: Predict the reaction yield, written as a fraction of the theoretical maximum amount of product (1.0 means a 100% yield; for example, 0.34 means a 34% yield). The reactants are [H-].[Na+].[I-].C[S+](C)(C)=O.[Br:9][C:10]1[CH:11]=[C:12](/[CH:16]=[CH:17]/[C:18]([O:20][CH3:21])=[O:19])[CH:13]=[N:14][CH:15]=1.[CH3:22]COC(C)=O. The catalyst is CS(C)=O. The product is [Br:9][C:10]1[CH:11]=[C:12]([CH:16]2[CH2:22][CH:17]2[C:18]([O:20][CH3:21])=[O:19])[CH:13]=[N:14][CH:15]=1. The yield is 0.240.